This data is from Full USPTO retrosynthesis dataset with 1.9M reactions from patents (1976-2016). The task is: Predict the reactants needed to synthesize the given product. (1) Given the product [Cl:1][C:2]1[CH:3]=[C:4]2[C:8](=[CH:9][CH:10]=1)[N:7]([CH:11]([C:12]1[CH:13]=[CH:14][CH:15]=[CH:16][CH:17]=1)[C:18]1[CH:19]=[CH:20][CH:21]=[CH:22][CH:23]=1)[C:6]([CH2:24][CH2:25][NH:26][S:27]([CH2:30][C:31]1[CH:36]=[CH:35][CH:34]=[CH:33][C:32]=1[CH2:37][N:52]([CH2:55][CH3:56])[CH2:53][CH3:54])(=[O:29])=[O:28])=[C:5]2[CH2:39][CH2:40][CH2:41][C:42]1[CH:43]=[CH:44][C:45]([C:46]([O:48][CH3:49])=[O:47])=[CH:50][CH:51]=1, predict the reactants needed to synthesize it. The reactants are: [Cl:1][C:2]1[CH:3]=[C:4]2[C:8](=[CH:9][CH:10]=1)[N:7]([CH:11]([C:18]1[CH:23]=[CH:22][CH:21]=[CH:20][CH:19]=1)[C:12]1[CH:17]=[CH:16][CH:15]=[CH:14][CH:13]=1)[C:6]([CH2:24][CH2:25][NH:26][S:27]([CH2:30][C:31]1[CH:36]=[CH:35][CH:34]=[CH:33][C:32]=1[CH:37]=O)(=[O:29])=[O:28])=[C:5]2[CH2:39][CH2:40][CH2:41][C:42]1[CH:51]=[CH:50][C:45]([C:46]([O:48][CH3:49])=[O:47])=[CH:44][CH:43]=1.[NH:52]([CH2:55][CH3:56])[CH2:53][CH3:54].[BH-](OC(C)=O)(OC(C)=O)OC(C)=O.[Na+]. (2) Given the product [CH3:22][C:17]([NH:16][C:12]([C:10]1[CH:9]=[CH:8][C:7]([CH3:15])=[C:6]([O:5][CH2:4][CH:1]2[CH2:2][CH2:3]2)[N:11]=1)=[O:14])([C:18](=[O:19])[NH:20][CH3:21])[CH3:23], predict the reactants needed to synthesize it. The reactants are: [CH:1]1([CH2:4][O:5][C:6]2[N:11]=[C:10]([C:12]([OH:14])=O)[CH:9]=[CH:8][C:7]=2[CH3:15])[CH2:3][CH2:2]1.[NH2:16][C:17]([CH3:23])([CH3:22])[C:18]([NH:20][CH3:21])=[O:19].